This data is from NCI-60 drug combinations with 297,098 pairs across 59 cell lines. The task is: Regression. Given two drug SMILES strings and cell line genomic features, predict the synergy score measuring deviation from expected non-interaction effect. Drug 1: CC1=C(C=C(C=C1)NC(=O)C2=CC=C(C=C2)CN3CCN(CC3)C)NC4=NC=CC(=N4)C5=CN=CC=C5. Drug 2: C1C(C(OC1N2C=NC3=C2NC=NCC3O)CO)O. Cell line: SK-MEL-5. Synergy scores: CSS=18.1, Synergy_ZIP=-0.153, Synergy_Bliss=-2.33, Synergy_Loewe=3.76, Synergy_HSA=0.820.